Dataset: Reaction yield outcomes from USPTO patents with 853,638 reactions. Task: Predict the reaction yield, written as a fraction of the theoretical maximum amount of product (1.0 means a 100% yield; for example, 0.34 means a 34% yield). The reactants are C1(C)C=C(C)C=C(C)C=1Cl.[OH:11][C@H:12]([C:27]1[CH:32]=[CH:31][C:30]([O:33][CH3:34])=[CH:29][CH:28]=1)[C@H:13]([NH:16][C:17](=[O:26])[O:18][CH2:19][C:20]1[CH:25]=[CH:24][CH:23]=[CH:22][CH:21]=1)[CH2:14]O.[NH:35]1[CH2:39][CH2:38][CH2:37][CH2:36]1. The catalyst is N1C=CC=CC=1. The product is [OH:11][C@H:12]([C:27]1[CH:32]=[CH:31][C:30]([O:33][CH3:34])=[CH:29][CH:28]=1)[C@H:13]([NH:16][C:17](=[O:26])[O:18][CH2:19][C:20]1[CH:25]=[CH:24][CH:23]=[CH:22][CH:21]=1)[CH2:14][N:35]1[CH2:39][CH2:38][CH2:37][CH2:36]1. The yield is 0.660.